Dataset: NCI-60 drug combinations with 297,098 pairs across 59 cell lines. Task: Regression. Given two drug SMILES strings and cell line genomic features, predict the synergy score measuring deviation from expected non-interaction effect. (1) Cell line: SN12C. Synergy scores: CSS=31.4, Synergy_ZIP=-3.63, Synergy_Bliss=1.31, Synergy_Loewe=0.797, Synergy_HSA=1.91. Drug 1: CC(C1=C(C=CC(=C1Cl)F)Cl)OC2=C(N=CC(=C2)C3=CN(N=C3)C4CCNCC4)N. Drug 2: CC1=C(C(=O)C2=C(C1=O)N3CC4C(C3(C2COC(=O)N)OC)N4)N. (2) Drug 1: CCC1(CC2CC(C3=C(CCN(C2)C1)C4=CC=CC=C4N3)(C5=C(C=C6C(=C5)C78CCN9C7C(C=CC9)(C(C(C8N6C=O)(C(=O)OC)O)OC(=O)C)CC)OC)C(=O)OC)O.OS(=O)(=O)O. Drug 2: C#CCC(CC1=CN=C2C(=N1)C(=NC(=N2)N)N)C3=CC=C(C=C3)C(=O)NC(CCC(=O)O)C(=O)O. Cell line: SR. Synergy scores: CSS=88.4, Synergy_ZIP=-0.889, Synergy_Bliss=-1.25, Synergy_Loewe=-0.997, Synergy_HSA=-0.130. (3) Drug 1: CCC1(CC2CC(C3=C(CCN(C2)C1)C4=CC=CC=C4N3)(C5=C(C=C6C(=C5)C78CCN9C7C(C=CC9)(C(C(C8N6C=O)(C(=O)OC)O)OC(=O)C)CC)OC)C(=O)OC)O.OS(=O)(=O)O. Drug 2: CN1C(=O)N2C=NC(=C2N=N1)C(=O)N. Cell line: CAKI-1. Synergy scores: CSS=9.13, Synergy_ZIP=-3.75, Synergy_Bliss=-0.184, Synergy_Loewe=-1.15, Synergy_HSA=-0.305. (4) Drug 1: C1CN(CCN1C(=O)CCBr)C(=O)CCBr. Drug 2: N.N.Cl[Pt+2]Cl. Cell line: HOP-62. Synergy scores: CSS=49.2, Synergy_ZIP=-0.940, Synergy_Bliss=3.38, Synergy_Loewe=-1.84, Synergy_HSA=3.96.